Dataset: Catalyst prediction with 721,799 reactions and 888 catalyst types from USPTO. Task: Predict which catalyst facilitates the given reaction. (1) Reactant: [ClH:1].CCOCC.[CH2:7]([N:14]1[C:20](=[O:21])[CH:19]([NH:22][C:23](=[O:35])[C@@H:24]([N:26](C)[C:27](=O)OC(C)(C)C)[CH3:25])[CH2:18][S:17](=[O:37])(=[O:36])[C:16]2[CH:38]=[CH:39][CH:40]=[CH:41][C:15]1=2)[C:8]1[CH:13]=[CH:12][CH:11]=[CH:10][CH:9]=1. Product: [ClH:1].[CH2:7]([N:14]1[C:20](=[O:21])[CH:19]([NH:22][C:23](=[O:35])[C@@H:24]([NH:26][CH3:27])[CH3:25])[CH2:18][S:17](=[O:37])(=[O:36])[C:16]2[CH:38]=[CH:39][CH:40]=[CH:41][C:15]1=2)[C:8]1[CH:9]=[CH:10][CH:11]=[CH:12][CH:13]=1. The catalyst class is: 5. (2) Product: [F:1][C:2]1[CH:3]=[C:4]([F:14])[C:5]2[S:9][C:8]([C:10]([N:17]([O:18][CH3:19])[CH3:16])=[O:11])=[CH:7][C:6]=2[CH:13]=1. Reactant: [F:1][C:2]1[CH:3]=[C:4]([F:14])[C:5]2[S:9][C:8]([C:10](O)=[O:11])=[CH:7][C:6]=2[CH:13]=1.Cl.[CH3:16][NH:17][O:18][CH3:19].Cl.C(N=C=NCCCN(C)C)C.ON1C2C=CC=CC=2N=N1.C(N(CC)CC)C.Cl. The catalyst class is: 4. (3) Reactant: [OH:1][C:2]1[C:3](=[O:14])[CH:4]=[C:5]([C:8]2[CH:13]=[CH:12][CH:11]=[CH:10][CH:9]=2)[O:6][CH:7]=1.I[CH3:16]. Product: [CH3:16][O:1][C:2]1[C:3](=[O:14])[CH:4]=[C:5]([C:8]2[CH:13]=[CH:12][CH:11]=[CH:10][CH:9]=2)[O:6][CH:7]=1. The catalyst class is: 21.